Dataset: Peptide-MHC class II binding affinity with 134,281 pairs from IEDB. Task: Regression. Given a peptide amino acid sequence and an MHC pseudo amino acid sequence, predict their binding affinity value. This is MHC class II binding data. (1) The peptide sequence is NPRLCTKEEFIAKVR. The MHC is DRB3_0101 with pseudo-sequence DRB3_0101. The binding affinity (normalized) is 0.250. (2) The peptide sequence is YDKFLANVSTVLTDK. The MHC is DRB1_1602 with pseudo-sequence DRB1_1602. The binding affinity (normalized) is 0.794.